Dataset: Catalyst prediction with 721,799 reactions and 888 catalyst types from USPTO. Task: Predict which catalyst facilitates the given reaction. (1) Reactant: [H-].[Na+].[O:3]1[CH2:8][CH2:7][N:6]([CH2:9][CH2:10][OH:11])[CH2:5][CH2:4]1.[Br:12][C:13]1[CH:14]=[N:15][C:16](Cl)=[N:17][CH:18]=1.[Cl-].[NH4+].C([O-])(O)=O.[Na+]. Product: [Br:12][C:13]1[CH:14]=[N:15][C:16]([O:11][CH2:10][CH2:9][N:6]2[CH2:7][CH2:8][O:3][CH2:4][CH2:5]2)=[N:17][CH:18]=1. The catalyst class is: 30. (2) Reactant: C[O:2][C:3]1[CH:12]=[C:11]2[C:6]([CH2:7][N:8]([CH:14]3[CH2:19][CH2:18][N:17]([CH2:20][C:21]4[CH:26]=[CH:25][CH:24]=[CH:23][CH:22]=4)[CH2:16][CH2:15]3)[C:9](=[O:13])[NH:10]2)=[CH:5][CH:4]=1.Cl.N1C=CC=CC=1.C(=O)([O-])O.[Na+].C. Product: [OH:2][C:3]1[CH:12]=[C:11]2[C:6]([CH2:7][N:8]([CH:14]3[CH2:19][CH2:18][N:17]([CH2:20][C:21]4[CH:22]=[CH:23][CH:24]=[CH:25][CH:26]=4)[CH2:16][CH2:15]3)[C:9](=[O:13])[NH:10]2)=[CH:5][CH:4]=1. The catalyst class is: 192. (3) Reactant: [NH2:1][C:2]1[N:10]=[CH:9][N:8]=[C:7]2[C:3]=1[N:4]=[CH:5][N:6]2[C@H:11]1[C@@H:15]2[O:16][C:17]([CH3:20])([CH3:19])[O:18][C@@H:14]2[C@@H:13]([CH2:21][N:22]([CH3:45])[CH:23]2[CH2:26][CH:25]([CH2:27][CH2:28][C:29]([NH:31][C:32]3[CH:37]=[CH:36][C:35]([C:38]([CH3:43])([CH3:42])[CH2:39][O:40][CH3:41])=[CH:34][C:33]=3[NH2:44])=O)[CH2:24]2)[O:12]1. Product: [CH3:41][O:40][CH2:39][C:38]([C:35]1[CH:36]=[CH:37][C:32]2[NH:31][C:29]([CH2:28][CH2:27][CH:25]3[CH2:24][CH:23]([N:22]([CH2:21][C@@H:13]4[C@H:14]5[O:18][C:17]([CH3:19])([CH3:20])[O:16][C@H:15]5[C@H:11]([N:6]5[CH:5]=[N:4][C:3]6[C:7]5=[N:8][CH:9]=[N:10][C:2]=6[NH2:1])[O:12]4)[CH3:45])[CH2:26]3)=[N:44][C:33]=2[CH:34]=1)([CH3:42])[CH3:43]. The catalyst class is: 52. (4) Reactant: C([O:4][C@@H:5]1[CH2:9][CH2:8][C:7]([F:11])([F:10])[C@H:6]1[NH:12][CH2:13][C:14]1[CH:19]=[CH:18][CH:17]=[CH:16][CH:15]=1)(=O)C.C([O-])([O-])=O.[K+].[K+]. The catalyst class is: 5. Product: [CH2:13]([NH:12][C@@H:6]1[C:7]([F:10])([F:11])[CH2:8][CH2:9][C@H:5]1[OH:4])[C:14]1[CH:15]=[CH:16][CH:17]=[CH:18][CH:19]=1. (5) Reactant: C([C@H](NC(=O)[C@H](C1OC(C2C=CC(C3C=CC=CC=3)=CC=2)=CC=1)CC(O)=O)CO)C1C=CC=CC=1.C([O:40][C:41](=[O:73])[CH2:42][CH:43]([C:56]1[O:60][C:59]([C:61]2[CH:66]=[CH:65][C:64]([C:67]3[CH:72]=[CH:71][CH:70]=[CH:69][CH:68]=3)=[CH:63][CH:62]=2)=[CH:58][CH:57]=1)[C:44]([NH:46][C@H:47]([C:52](=[O:55])[NH:53][CH3:54])[C:48]([CH3:51])([CH3:50])[CH3:49])=[O:45])(C)(C)C.FC(F)(F)C(O)=O.CC(OC)(C)C. Product: [CH3:49][C:48]([CH3:51])([CH3:50])[C@H:47]([NH:46][C:44](=[O:45])[CH:43]([C:56]1[O:60][C:59]([C:61]2[CH:62]=[CH:63][C:64]([C:67]3[CH:72]=[CH:71][CH:70]=[CH:69][CH:68]=3)=[CH:65][CH:66]=2)=[CH:58][CH:57]=1)[CH2:42][C:41]([OH:73])=[O:40])[C:52](=[O:55])[NH:53][CH3:54]. The catalyst class is: 2. (6) The catalyst class is: 2. Product: [F:37][C:38]([F:51])([F:50])[S:39]([O:16][CH2:15][C@H:14]([O:13][CH2:1][CH2:2][CH2:3][CH2:4][CH2:5][CH2:6][CH2:7][CH2:8][CH2:9][CH2:10][CH2:11][CH3:12])[CH2:17][O:18][CH2:19][CH2:20][CH2:21][CH2:22][CH2:23][CH2:24][CH2:25][CH2:26][CH2:27][CH2:28][CH2:29][CH3:30])(=[O:41])=[O:40]. Reactant: [CH2:1]([O:13][C@H:14]([CH2:17][O:18][CH2:19][CH2:20][CH2:21][CH2:22][CH2:23][CH2:24][CH2:25][CH2:26][CH2:27][CH2:28][CH2:29][CH3:30])[CH2:15][OH:16])[CH2:2][CH2:3][CH2:4][CH2:5][CH2:6][CH2:7][CH2:8][CH2:9][CH2:10][CH2:11][CH3:12].N1C=CC=CC=1.[F:37][C:38]([F:51])([F:50])[S:39](O[S:39]([C:38]([F:51])([F:50])[F:37])(=[O:41])=[O:40])(=[O:41])=[O:40]. (7) Reactant: [NH2:1][C:2]1[CH:3]=[N:4][C:5]2[C:10]([C:11]=1[NH:12][C@@H:13]([CH3:23])[CH2:14][NH:15][C:16](=[O:22])[O:17][C:18]([CH3:21])([CH3:20])[CH3:19])=[CH:9][CH:8]=[CH:7][CH:6]=2.Cl.[Cl:25][CH2:26][C:27](=N)OCC. Product: [Cl:25][CH2:26][C:27]1[N:12]([C@@H:13]([CH3:23])[CH2:14][NH:15][C:16](=[O:22])[O:17][C:18]([CH3:19])([CH3:21])[CH3:20])[C:11]2[C:10]3[CH:9]=[CH:8][CH:7]=[CH:6][C:5]=3[N:4]=[CH:3][C:2]=2[N:1]=1. The catalyst class is: 26.